This data is from Catalyst prediction with 721,799 reactions and 888 catalyst types from USPTO. The task is: Predict which catalyst facilitates the given reaction. (1) The catalyst class is: 51. Reactant: Cl[C:2]1[CH:7]=[C:6]([C:8]2[CH:13]=[CH:12][CH:11]=[C:10]([CH3:14])[C:9]=2[CH3:15])[N:5]=[C:4]([NH2:16])[N:3]=1.[NH2:17][CH2:18][CH2:19][CH2:20][NH:21][C:22](=[O:28])[O:23][C:24]([CH3:27])([CH3:26])[CH3:25].CCN(C(C)C)C(C)C. Product: [NH2:16][C:4]1[N:3]=[C:2]([NH:17][CH2:18][CH2:19][CH2:20][NH:21][C:22](=[O:28])[O:23][C:24]([CH3:26])([CH3:25])[CH3:27])[CH:7]=[C:6]([C:8]2[CH:13]=[CH:12][CH:11]=[C:10]([CH3:14])[C:9]=2[CH3:15])[N:5]=1. (2) Reactant: Br[C:2]1[CH:11]=[N:10][CH:9]=[C:8]2[C:3]=1[CH:4]=[C:5]([C:12]([NH2:14])=[O:13])[CH:6]=[N:7]2.[C:15]([C:17]1[CH:22]=[CH:21][C:20](B(O)O)=[CH:19][CH:18]=1)#[N:16].C(=O)([O-])[O-].[Cs+].[Cs+]. Product: [C:15]([C:17]1[CH:22]=[CH:21][C:20]([C:2]2[CH:11]=[N:10][CH:9]=[C:8]3[C:3]=2[CH:4]=[C:5]([C:12]([NH2:14])=[O:13])[CH:6]=[N:7]3)=[CH:19][CH:18]=1)#[N:16]. The catalyst class is: 688. (3) Reactant: [CH2:1]([C:5]1([CH2:33][CH2:34][CH2:35][CH3:36])[C:14]2[C:9](=[CH:10][CH:11]=[CH:12][CH:13]=2)[C:8]([OH:15])=[C:7]([C:16]2[NH:21][C:20]3[S:22][CH:23]=[C:24]([CH2:25][O:26]COC)[C:19]=3[S:18](=[O:31])(=[O:30])[N:17]=2)[C:6]1=[O:32])[CH2:2][CH2:3][CH3:4].[OH-].[Na+]. Product: [CH2:1]([C:5]1([CH2:33][CH2:34][CH2:35][CH3:36])[C:14]2[C:9](=[CH:10][CH:11]=[CH:12][CH:13]=2)[C:8]([OH:15])=[C:7]([C:16]2[NH:21][C:20]3[S:22][CH:23]=[C:24]([CH2:25][OH:26])[C:19]=3[S:18](=[O:31])(=[O:30])[N:17]=2)[C:6]1=[O:32])[CH2:2][CH2:3][CH3:4]. The catalyst class is: 89. (4) Product: [Cl:18][C:15]1[CH:16]=[CH:17][C:12]([NH:11][C:9](=[O:10])[NH:8][C:3]2[CH:4]=[CH:5][CH:6]=[CH:7][C:2]=2[NH:1][S:31]([C:27]2[CH:28]=[CH:29][CH:30]=[C:25]([CH3:35])[CH:26]=2)(=[O:33])=[O:32])=[CH:13][CH:14]=1. The catalyst class is: 13. Reactant: [NH2:1][C:2]1[CH:7]=[CH:6][CH:5]=[CH:4][C:3]=1[NH:8][C:9]([NH:11][C:12]1[CH:17]=[CH:16][C:15]([Cl:18])=[CH:14][CH:13]=1)=[O:10].N1C=CC=CC=1.[C:25]1([CH3:35])[CH:30]=[CH:29][CH:28]=[C:27]([S:31](Cl)(=[O:33])=[O:32])[CH:26]=1. (5) Reactant: [Cl:1][C:2]1[CH:3]=[C:4]([CH:30]=[CH:31][C:32]=1[O:33][CH:34]([CH3:36])[CH3:35])[C:5]([NH:7][C@H:8]([CH2:27][CH2:28][OH:29])[CH2:9][C:10]1[CH:15]=[CH:14][C:13]([C:16]2[N:17]=[C:18]([C:22](=[N:24][O:25]C)[CH3:23])[N:19]([CH3:21])[CH:20]=2)=[CH:12][CH:11]=1)=[O:6].CN(C(ON1N=NC2C=CC=CC1=2)=[N+](C)C)C.F[P-](F)(F)(F)(F)F.C1C=CC2N(O)N=NC=2C=1.Cl.CNOC. Product: [Cl:1][C:2]1[CH:3]=[C:4]([CH:30]=[CH:31][C:32]=1[O:33][CH:34]([CH3:36])[CH3:35])[C:5]([NH:7][C@H:8]([CH2:27][CH2:28][OH:29])[CH2:9][C:10]1[CH:11]=[CH:12][C:13]([C:16]2[N:17]=[C:18]([C:22](=[N:24][OH:25])[CH3:23])[N:19]([CH3:21])[CH:20]=2)=[CH:14][CH:15]=1)=[O:6]. The catalyst class is: 3. (6) Reactant: C[O:2][C:3](=[O:33])[CH2:4][O:5][C:6]1[CH:15]=[CH:14][C:13]([F:16])=[C:12]2[C:7]=1[C:8]([CH3:32])=[C:9]([CH2:20][C:21]1[CH:26]=[CH:25][C:24]([N:27]3[CH:31]=[CH:30][CH:29]=[N:28]3)=[CH:23][CH:22]=1)[C:10]([CH:17]1[CH2:19][CH2:18]1)=[N:11]2.[OH-].[Li+].Cl. Product: [CH:17]1([C:10]2[C:9]([CH2:20][C:21]3[CH:22]=[CH:23][C:24]([N:27]4[CH:31]=[CH:30][CH:29]=[N:28]4)=[CH:25][CH:26]=3)=[C:8]([CH3:32])[C:7]3[C:12](=[C:13]([F:16])[CH:14]=[CH:15][C:6]=3[O:5][CH2:4][C:3]([OH:33])=[O:2])[N:11]=2)[CH2:19][CH2:18]1. The catalyst class is: 30. (7) Reactant: [N:1]([C@@H:4]([C@H:6]1[CH2:10][O:9][C:8](=[O:11])[N:7]1[C:12]1[CH:17]=[CH:16][N:15]=[C:14]([NH:18][C@H:19]([C:21]2[S:25][C:24]([C:26]3[CH:31]=[CH:30][C:29]([Cl:32])=[CH:28][CH:27]=3)=[N:23][CH:22]=2)[CH3:20])[N:13]=1)[CH3:5])=[N+]=[N-].CP(C)C.C(O)(C(F)(F)F)=O. Product: [NH2:1][C@@H:4]([C@H:6]1[CH2:10][O:9][C:8](=[O:11])[N:7]1[C:12]1[CH:17]=[CH:16][N:15]=[C:14]([NH:18][C@H:19]([C:21]2[S:25][C:24]([C:26]3[CH:27]=[CH:28][C:29]([Cl:32])=[CH:30][CH:31]=3)=[N:23][CH:22]=2)[CH3:20])[N:13]=1)[CH3:5]. The catalyst class is: 1. (8) Reactant: C(NC(C)C)(C)C.[Cl:8][C:9]1[CH:10]=[CH:11][C:12]2[S:13][C:14]3[C:15]4[C:16](=[CH:26][NH:27][N:28]=4)[C:17]([CH3:25])([CH3:24])[C:18](=[O:23])[C:19]=3[NH:20][C:21]=2[CH:22]=1.[C:29](OC(=O)C)(=[O:31])[CH3:30].O. Product: [C:29]([N:27]1[CH:26]=[C:16]2[C:17]([CH3:25])([CH3:24])[C:18](=[O:23])[C:19]3[NH:20][C:21]4[CH:22]=[C:9]([Cl:8])[CH:10]=[CH:11][C:12]=4[S:13][C:14]=3[C:15]2=[N:28]1)(=[O:31])[CH3:30]. The catalyst class is: 1. (9) Reactant: [C:1]([C:3]1[CH:4]=[C:5]([O:9][CH2:10][C:11](OCC)=[O:12])[CH:6]=[CH:7][CH:8]=1)#[N:2].[BH4-].[Na+]. Product: [OH:12][CH2:11][CH2:10][O:9][C:5]1[CH:4]=[C:3]([CH:8]=[CH:7][CH:6]=1)[C:1]#[N:2]. The catalyst class is: 8.